This data is from hERG Central: cardiac toxicity at 1µM, 10µM, and general inhibition. The task is: Predict hERG channel inhibition at various concentrations. The drug is O=C(C[n+]1ccc2c(c1)nnn2-c1ccccc1)c1ccc(Cl)cc1.[Br-]. Results: hERG_inhib (hERG inhibition (general)): blocker.